Dataset: Peptide-MHC class I binding affinity with 185,985 pairs from IEDB/IMGT. Task: Regression. Given a peptide amino acid sequence and an MHC pseudo amino acid sequence, predict their binding affinity value. This is MHC class I binding data. (1) The peptide sequence is EVIEQWHSL. The MHC is HLA-A02:01 with pseudo-sequence HLA-A02:01. The binding affinity (normalized) is 0.0847. (2) The peptide sequence is DVQRTRCKY. The MHC is HLA-A11:01 with pseudo-sequence HLA-A11:01. The binding affinity (normalized) is 0. (3) The peptide sequence is SQWFMNAVGH. The MHC is HLA-A33:01 with pseudo-sequence HLA-A33:01. The binding affinity (normalized) is 0. (4) The peptide sequence is VAGTGVQFY. The MHC is HLA-A11:01 with pseudo-sequence HLA-A11:01. The binding affinity (normalized) is 0.0588. (5) The peptide sequence is IAGFIEGGW. The MHC is HLA-B15:09 with pseudo-sequence HLA-B15:09. The binding affinity (normalized) is 0.0847. (6) The peptide sequence is ATAQNRRAL. The MHC is HLA-B35:01 with pseudo-sequence HLA-B35:01. The binding affinity (normalized) is 0.0847. (7) The peptide sequence is QIYAGIKVK. The MHC is HLA-B51:01 with pseudo-sequence HLA-B51:01. The binding affinity (normalized) is 0.